Dataset: Reaction yield outcomes from USPTO patents with 853,638 reactions. Task: Predict the reaction yield, written as a fraction of the theoretical maximum amount of product (1.0 means a 100% yield; for example, 0.34 means a 34% yield). (1) The reactants are [NH2:1][C:2]1[C:3]([C:26]([O:28]C)=O)=[N:4][C:5]([C:8]2[CH:13]=[C:12]([C:14]#[C:15][C@:16]3([OH:23])[CH2:20][CH2:19][N:18]([CH3:21])[C:17]3=[O:22])[C:11]([F:24])=[CH:10][C:9]=2[F:25])=[CH:6][CH:7]=1.[NH3:30]. No catalyst specified. The product is [NH2:1][C:2]1[C:3]([C:26]([NH2:30])=[O:28])=[N:4][C:5]([C:8]2[CH:13]=[C:12]([C:14]#[C:15][C@:16]3([OH:23])[CH2:20][CH2:19][N:18]([CH3:21])[C:17]3=[O:22])[C:11]([F:24])=[CH:10][C:9]=2[F:25])=[CH:6][CH:7]=1. The yield is 0.200. (2) The reactants are [CH3:1][C:2]1[CH:3]=[C:4]([C:11]2[CH:16]=[CH:15][C:14]([N+:17]([O-:19])=[O:18])=[CH:13][CH:12]=2)[CH:5]=[CH:6][C:7]=1[C:8](=[O:10])[CH3:9].[Br-:20].[Br-].[Br-].[NH+]1C=CC=CC=1.[NH+]1C=CC=CC=1.[NH+]1C=CC=CC=1. The catalyst is C(O)(=O)C. The product is [Br:20][CH2:9][C:8]([C:7]1[CH:6]=[CH:5][C:4]([C:11]2[CH:16]=[CH:15][C:14]([N+:17]([O-:19])=[O:18])=[CH:13][CH:12]=2)=[CH:3][C:2]=1[CH3:1])=[O:10]. The yield is 0.590.